Task: Predict the reactants needed to synthesize the given product.. Dataset: Full USPTO retrosynthesis dataset with 1.9M reactions from patents (1976-2016) (1) Given the product [NH2:1][C:2]1[C:7]([C:9]2[CH:14]=[CH:13][CH:12]=[CH:11][CH:10]=2)=[CH:6][CH:5]=[CH:4][N:3]=1, predict the reactants needed to synthesize it. The reactants are: [NH2:1][C:2]1[C:7](Br)=[CH:6][CH:5]=[CH:4][N:3]=1.[C:9]1(B(O)O)[CH:14]=[CH:13][CH:12]=[CH:11][CH:10]=1.C(=O)(O)[O-].[Na+].O1CCOCC1. (2) Given the product [O:1]1[CH2:5][CH2:4][C@@H:3]([NH:6][C:7]2[N:15]=[CH:14][N:13]=[C:12]3[C:8]=2[N:9]=[CH:10][N:11]3[C@H:16]2[C@H:17]([OH:28])[C@H:18]([OH:27])[C@@H:19]([CH2:21][NH:22][C:23]([NH:25][CH3:26])=[S:32])[O:20]2)[CH2:2]1.[O:1]1[CH2:5][CH2:4][C@@H:3]([NH:6][C:7]2[N:15]=[CH:14][N:13]=[C:12]3[C:8]=2[N:9]=[CH:10][N:11]3[C@H:16]2[C@H:17]([OH:28])[C@H:18]([OH:27])[C@@H:19]([CH2:21][NH:22][C:43]([NH:42][CH:37]3[CH2:41][CH2:40][CH2:39][CH2:38]3)=[S:44])[O:20]2)[CH2:2]1, predict the reactants needed to synthesize it. The reactants are: [O:1]1[CH2:5][CH2:4][C@@H:3]([NH:6][C:7]2[N:15]=[CH:14][N:13]=[C:12]3[C:8]=2[N:9]=[CH:10][N:11]3[C@@H:16]2[O:20][C@H:19]([CH2:21][NH:22][C:23]([NH:25][CH3:26])=O)[C@@H:18]([OH:27])[C@H:17]2[OH:28])[CH2:2]1.CN=C=[S:32].CN=C=O.[CH:37]1([N:42]=[C:43]=[S:44])[CH2:41][CH2:40][CH2:39][CH2:38]1. (3) Given the product [CH2:1]([O:8][CH2:9][CH:10]([NH:19][C:20]([O:22][C:23]([CH3:25])([CH3:24])[CH3:26])=[O:21])[C:11](=[O:18])[CH:12]([CH2:34][C:35]([C:37]1[CH:46]=[CH:45][CH:44]=[C:43]2[C:38]=1[N:39]=[C:40]([NH:48][C:49]1([CH3:52])[CH2:51][CH2:50]1)[C:41]([CH3:47])=[N:42]2)=[O:36])[C:13]([O:15][CH2:16][CH3:17])=[O:14])[C:2]1[CH:3]=[CH:4][CH:5]=[CH:6][CH:7]=1, predict the reactants needed to synthesize it. The reactants are: [CH2:1]([O:8][CH2:9][C@@H:10]([NH:19][C:20]([O:22][C:23]([CH3:26])([CH3:25])[CH3:24])=[O:21])[C:11](=[O:18])[CH2:12][C:13]([O:15][CH2:16][CH3:17])=[O:14])[C:2]1[CH:7]=[CH:6][CH:5]=[CH:4][CH:3]=1.C([O-])([O-])=O.[K+].[K+].Br[CH2:34][C:35]([C:37]1[CH:46]=[CH:45][CH:44]=[C:43]2[C:38]=1[N:39]=[C:40]([NH:48][C:49]1([CH3:52])[CH2:51][CH2:50]1)[C:41]([CH3:47])=[N:42]2)=[O:36].CN(C=O)C. (4) Given the product [OH:34][C:29]1[CH:28]=[C:27]([CH:32]=[CH:31][C:30]=1[OH:33])[CH2:26][NH:25][C:23](/[C:22](=[CH:14]/[CH:13]=[CH:12]/[C:11]1[CH:16]=[CH:17][C:8]([OH:7])=[C:9]([O:18][CH3:19])[CH:10]=1)/[C:20]#[N:21])=[O:24], predict the reactants needed to synthesize it. The reactants are: N1CCCCC1.[OH:7][C:8]1[CH:17]=[CH:16][C:11]([CH:12]=[CH:13][CH:14]=O)=[CH:10][C:9]=1[O:18][CH3:19].[C:20]([CH2:22][C:23]([N-:25][CH2:26][C:27]1[CH:32]=[CH:31][C:30]([OH:33])=[C:29]([OH:34])[CH:28]=1)=[O:24])#[N:21]. (5) Given the product [CH3:11][C:10]1[S:9][C:8]([C:12]2[CH:17]=[CH:16][C:15]([CH3:18])=[CH:14][CH:13]=2)=[N:7][C:6]=1[CH2:5][CH2:4][NH2:1], predict the reactants needed to synthesize it. The reactants are: [N:1]([CH2:4][CH2:5][C:6]1[N:7]=[C:8]([C:12]2[CH:17]=[CH:16][C:15]([CH3:18])=[CH:14][CH:13]=2)[S:9][C:10]=1[CH3:11])=[N+]=[N-].C1(P(C2C=CC=CC=2)C2C=CC=CC=2)C=CC=CC=1. (6) Given the product [CH3:19][O:20][C:21]1[CH:26]=[CH:25][CH:24]=[CH:23][C:22]=1[C:27]1[NH:29][C:2]2[CH2:7][CH2:6][CH2:5][N:4]([C:8]([O:10][C:11]([CH3:12])([CH3:13])[CH3:14])=[O:9])[C:3]=2[C:15](=[O:17])[N:28]=1, predict the reactants needed to synthesize it. The reactants are: O=[C:2]1[CH2:7][CH2:6][CH2:5][N:4]([C:8]([O:10][C:11]([CH3:14])([CH3:13])[CH3:12])=[O:9])[CH:3]1[C:15]([O:17]C)=O.[CH3:19][O:20][C:21]1[CH:26]=[CH:25][CH:24]=[CH:23][C:22]=1[C:27]([NH2:29])=[NH:28]. (7) Given the product [CH3:17][O:18][C:15]([CH:8]([CH:9]1[NH:14][CH2:13][CH2:12][CH2:11][CH2:10]1)[C:2]1[CH:7]=[CH:6][CH:5]=[CH:4][CH:3]=1)=[O:16], predict the reactants needed to synthesize it. The reactants are: Cl.[C:2]1([CH:8]2[C:15](=[O:16])[N:14]3[CH:9]2[CH2:10][CH2:11][CH2:12][CH2:13]3)[CH:7]=[CH:6][CH:5]=[CH:4][CH:3]=1.[CH3:17][OH:18]. (8) Given the product [O:22]1[C:21]2[CH:25]=[CH:26][C:18]([C:16]3[N:17]=[C:12]([C:57]4[CH:62]=[CH:61][CH:60]=[CH:59][C:58]=4[CH3:63])[C:13]4[CH2:30][N:29]([C:31]([NH:33][C:34]5[CH:39]=[CH:38][CH:37]=[C:36]([CH2:40][CH3:41])[CH:35]=5)=[O:32])[CH2:28][CH2:27][C:14]=4[N:15]=3)=[CH:19][C:20]=2[O:24][CH2:23]1, predict the reactants needed to synthesize it. The reactants are: CC1C=CC(S(O[C:12]2[C:13]3[CH2:30][N:29]([C:31]([NH:33][C:34]4[CH:39]=[CH:38][CH:37]=[C:36]([CH2:40][CH3:41])[CH:35]=4)=[O:32])[CH2:28][CH2:27][C:14]=3[N:15]=[C:16]([C:18]3[CH:26]=[CH:25][C:21]4[O:22][CH2:23][O:24][C:20]=4[CH:19]=3)[N:17]=2)(=O)=O)=CC=1.P([O-])([O-])([O-])=O.[K+].[K+].[K+].C1(P(C2CCCCC2)[C:57]2[CH:62]=[CH:61][CH:60]=[CH:59][C:58]=2[C:63]2C=CC=CC=2)CCCCC1.CC1C=CC=CC=1B(O)O.[OH-].[K+].[O-]S([O-])(=O)=O.[Na+].[Na+]. (9) Given the product [CH2:1]([O:3][CH2:4][C:5]1[N:6]([N:18]=[CH:19][CH:20]([CH3:22])[CH3:21])[C:7]2[C:16]3[CH:15]=[CH:14][CH:13]=[CH:12][C:11]=3[N:10]=[CH:9][C:8]=2[N:17]=1)[CH3:2], predict the reactants needed to synthesize it. The reactants are: [CH2:1]([O:3][CH2:4][C:5]1[N:6]([NH2:18])[C:7]2[C:16]3[CH:15]=[CH:14][CH:13]=[CH:12][C:11]=3[N:10]=[CH:9][C:8]=2[N:17]=1)[CH3:2].[CH:19](=O)[CH:20]([CH3:22])[CH3:21].C1(C)C=CC(S([O-])(=O)=O)=CC=1.[NH+]1C=CC=CC=1. (10) Given the product [NH2:1][C:2]1[CH:3]=[C:4]([F:12])[C:5]([C:6]([O:8][CH2:19][C:20]2[CH:25]=[CH:24][CH:23]=[CH:22][CH:21]=2)=[O:7])=[C:9]([F:11])[CH:10]=1, predict the reactants needed to synthesize it. The reactants are: [NH2:1][C:2]1[CH:10]=[C:9]([F:11])[C:5]([C:6]([OH:8])=[O:7])=[C:4]([F:12])[CH:3]=1.C(=O)([O-])[O-].[K+].[K+].[CH2:19](Br)[C:20]1[CH:25]=[CH:24][CH:23]=[CH:22][CH:21]=1.